From a dataset of Full USPTO retrosynthesis dataset with 1.9M reactions from patents (1976-2016). Predict the reactants needed to synthesize the given product. (1) Given the product [NH2:15][C:12]1[CH:11]=[CH:10][C:9]([C:2]([CH3:1])([CH3:8])[C:3]([O:5][CH2:6][CH3:7])=[O:4])=[CH:14][CH:13]=1, predict the reactants needed to synthesize it. The reactants are: [CH3:1][C:2]([C:9]1[CH:14]=[CH:13][C:12]([N+:15]([O-])=O)=[CH:11][CH:10]=1)([CH3:8])[C:3]([O:5][CH2:6][CH3:7])=[O:4].N#N. (2) Given the product [CH3:11][C:1]1[CH:6]=[CH:5][C:4]([S:7]([O:39][CH:38]([C:40]#[N:41])[CH2:37][C:36]2[C:14]3[C:15](=[N:16][C:17]([N:19]([C:27]([O:29][C:30]([CH3:33])([CH3:32])[CH3:31])=[O:28])[C:20]([O:22][C:23]([CH3:24])([CH3:25])[CH3:26])=[O:21])=[N:18][C:13]=3[Cl:12])[N:34]([CH2:42][C:43]3[C:48]([CH3:49])=[C:47]([O:50][CH3:51])[C:46]([CH3:52])=[CH:45][N:44]=3)[N:35]=2)(=[O:9])=[O:8])=[CH:3][CH:2]=1, predict the reactants needed to synthesize it. The reactants are: [C:1]1([CH3:11])[CH:6]=[CH:5][C:4]([S:7](Cl)(=[O:9])=[O:8])=[CH:3][CH:2]=1.[Cl:12][C:13]1[N:18]=[C:17]([N:19]([C:27]([O:29][C:30]([CH3:33])([CH3:32])[CH3:31])=[O:28])[C:20]([O:22][C:23]([CH3:26])([CH3:25])[CH3:24])=[O:21])[N:16]=[C:15]2[N:34]([CH2:42][C:43]3[C:48]([CH3:49])=[C:47]([O:50][CH3:51])[C:46]([CH3:52])=[CH:45][N:44]=3)[N:35]=[C:36]([CH2:37][CH:38]([C:40]#[N:41])[OH:39])[C:14]=12.ClCCl.C(N(CC)CC)C. (3) Given the product [F:37][C:38]([F:43])([F:42])[C:39]([OH:41])=[O:40].[Cl:19][C:15]1[C:14]([F:20])=[C:13]([CH:12]2[C:11]([C:23]3[CH:28]=[CH:27][C:26]([Cl:29])=[CH:25][CH:24]=3)([C:21]#[N:22])[CH:10]([CH2:30][CH:31]3[CH2:36][CH2:35][CH2:34][CH2:33][CH2:32]3)[NH:9][CH:8]2[C:6]([OH:7])=[O:5])[CH:18]=[CH:17][CH:16]=1, predict the reactants needed to synthesize it. The reactants are: C([O:5][C:6]([CH:8]1[CH:12]([C:13]2[CH:18]=[CH:17][CH:16]=[C:15]([Cl:19])[C:14]=2[F:20])[C:11]([C:23]2[CH:28]=[CH:27][C:26]([Cl:29])=[CH:25][CH:24]=2)([C:21]#[N:22])[CH:10]([CH2:30][CH:31]2[CH2:36][CH2:35][CH2:34][CH2:33][CH2:32]2)[NH:9]1)=[O:7])(C)(C)C.[F:37][C:38]([F:43])([F:42])[C:39]([OH:41])=[O:40]. (4) Given the product [CH2:1]([CH:8]1[O:12][C:11](=[O:13])[C:10]([CH:20]([C:27]2[NH:28][C:29]3[C:25]([C:26]=2[CH3:32])=[CH:24][C:23]([F:22])=[CH:31][CH:30]=3)[C:16]2[S:15][CH:19]=[CH:18][CH:17]=2)=[C:9]1[OH:14])[C:2]1[CH:3]=[CH:4][CH:5]=[CH:6][CH:7]=1, predict the reactants needed to synthesize it. The reactants are: [CH2:1]([CH:8]1[O:12][C:11](=[O:13])[CH:10]=[C:9]1[OH:14])[C:2]1[CH:7]=[CH:6][CH:5]=[CH:4][CH:3]=1.[S:15]1[CH:19]=[CH:18][CH:17]=[C:16]1[CH:20]=O.[F:22][C:23]1[CH:24]=[C:25]2[C:29](=[CH:30][CH:31]=1)[NH:28][CH:27]=[C:26]2[CH3:32]. (5) Given the product [Cl:1][C:2]1[CH:7]=[CH:6][C:5]([Cl:8])=[CH:4][C:3]=1[C:9]1[N:13]([CH2:14][C:15]([OH:17])=[O:16])[C:12]2[CH:19]=[CH:20][CH:21]=[CH:22][C:11]=2[N:10]=1, predict the reactants needed to synthesize it. The reactants are: [Cl:1][C:2]1[CH:7]=[CH:6][C:5]([Cl:8])=[CH:4][C:3]=1[C:9]1[N:13]([CH2:14][C:15]([O:17]C)=[O:16])[C:12]2[CH:19]=[CH:20][CH:21]=[CH:22][C:11]=2[N:10]=1.[OH-].[Na+]. (6) Given the product [OH:20][C:22]1[C:23]([CH3:32])=[CH:24][C:25]([C:4]2[C:3]([C:16]3[CH:15]=[C:14]([CH3:18])[C:13]([OH:19])=[C:12]([CH3:11])[CH:17]=3)=[C:2]([CH3:1])[CH:9]=[CH:8][C:5]=2[CH:6]=[O:7])=[CH:26][C:21]=1[CH3:31], predict the reactants needed to synthesize it. The reactants are: [CH:1](=O)[C:2]1[CH:9]=[CH:8][C:5]([CH:6]=[O:7])=[CH:4][CH:3]=1.[CH3:11][C:12]1[CH:17]=[CH:16][CH:15]=[C:14]([CH3:18])[C:13]=1[OH:19].[OH2:20].[C:21]1([CH3:31])[CH:26]=[CH:25][C:24](S(O)(=O)=O)=[CH:23][CH:22]=1.[C:32]1(C)C(C)=CC=CC=1. (7) The reactants are: [NH:1]1[C:5]2[CH:6]=[CH:7][C:8]([C:10]([OH:12])=[O:11])=[CH:9][C:4]=2[N:3]=[CH:2]1.[C:13](O)(=O)C.Cl.S(Cl)([Cl:20])=O. Given the product [ClH:20].[CH3:13][O:11][C:10]([CH:8]1[CH2:7][CH2:6][C:5]2[NH:1][CH:2]=[N:3][C:4]=2[CH2:9]1)=[O:12], predict the reactants needed to synthesize it.